Dataset: Catalyst prediction with 721,799 reactions and 888 catalyst types from USPTO. Task: Predict which catalyst facilitates the given reaction. Reactant: [F:1][C:2]1[CH:7]=[CH:6][C:5]([N:8]2[C:16]3[CH:15]([CH3:17])[CH2:14][N:13](CC(C4C=CC(OC)=CC=4)(O)C)[CH:12]([CH3:30])[C:11]=3[N:10]=[N:9]2)=[CH:4][CH:3]=1. The catalyst class is: 89. Product: [F:1][C:2]1[CH:3]=[CH:4][C:5]([N:8]2[C:16]3[CH:15]([CH3:17])[CH2:14][NH:13][CH:12]([CH3:30])[C:11]=3[N:10]=[N:9]2)=[CH:6][CH:7]=1.